This data is from Experimentally validated miRNA-target interactions with 360,000+ pairs, plus equal number of negative samples. The task is: Binary Classification. Given a miRNA mature sequence and a target amino acid sequence, predict their likelihood of interaction. (1) Result: 1 (interaction). The protein sequence of the target gene is MSCESSMVLGYWDIRGLAHAIRLLLEFTDTSYEEKRYTCGEAPDYDRSQWLDVKFKLDLDFPNLPYLLDGKNKITQSNAILRYIARKHNMCGETEEEKIRVDIIENQVMDFRTQLIRLCYSSDHEKLKPQYLEELPGQLKQFSMFLGKFSWFAGEKLTFVDFLTYDILDQNRIFDPKCLDEFPNLKAFMCRFEALEKIAAYLQSDQFCKMPINNKMAQWGNKPVC. The miRNA is hsa-miR-4695-3p with sequence UGAUCUCACCGCUGCCUCCUUC. (2) The miRNA is hsa-miR-7157-5p with sequence UCAGCAUUCAUUGGCACCAGAGA. The protein sequence of the target gene is MASASYHISNLLEKMTSSDKDFRFMATNDLMTELQKDSIKLDDDSERKVVKMILKLLEDKNGEVQNLAVKCLGPLVSKVKEYQVETIVDTLCTNMLSDKEQLRDISSIGLKTVIGELPPASSGSALAANVCKKITGRLTSAIAKQEDVSVQLEALDIMADMLSRQGGLLVNFHPSILTCLLPQLTSPRLAVRKRTIIALGHLVMSCGNIVFVDLIEHLLSELSKNDSMSTTRTYIQCIAAISRQAGHRIGEYLEKIIPLVVKFCNVDDDELREYCIQAFESFVRRCPKEVYPHVSTIINI.... Result: 1 (interaction). (3) The miRNA is hsa-miR-6866-5p with sequence UUAGAGGCUGGAAUAGAGAUUCU. The protein sequence of the target gene is MAAVAAEAAATAASPGEGGAGEAEPEMEPIPGSEAGTDPLPVTATEASVPDGETDGQQSAPQADEPPLPPPPPPPGELARSPEAVGPELEAEEKLSVRVAESAAAAPQGGPELPPSPASPPEQPPAPEEREEPPLPQPVAPALVPPAGGDSTVSQLIPGSEVRVTLDHIIEDALVVSFRFGEKLFSGVLMDLSKRFGPHGIPVTVFPKREYKDKPEAMPLQSNTFQEGTEVKCEANGAVPDDPSPVPHPELSLAESLWTSKPPPLFHEGAPYPPPLFIRDTYNQSIPQPPPRKIKRPKRK.... Result: 0 (no interaction). (4) The miRNA is mmu-miR-692 with sequence AUCUCUUUGAGCGCCUCACUC. The protein sequence of the target gene is MAERGLEPSPAAVAALPPEVRAQLAELELELSEGDITQKGYEKKRSKLLSPYSPQTQETDSIGQKERNQTPAPTAAQTSAPSKYHRSRSGGARDERYRSDIHTEAVQAALAKHKEQKMALPMPTKRRSTFVQSPADACTPPDTSSASEDEGSLRRQAALSAALQQSLQNAESWINRSIQGSSTSSSASSTLSHGEVKGTSGSLADVFANTRIENVSAPPDVTATTSSSSSSLRPANIDLPPSGIVKGMHKGSNRSSLMDTADGVPVNSRVSTKIQQLLNTLKRPKRPPLKEFFVDDSEEI.... Result: 1 (interaction).